From a dataset of Catalyst prediction with 721,799 reactions and 888 catalyst types from USPTO. Predict which catalyst facilitates the given reaction. Reactant: [Cl:1][C:2]1[CH:17]=[CH:16][C:5]([O:6][C:7]2[CH:15]=[CH:14][C:10]([C:11](O)=[O:12])=[CH:9][CH:8]=2)=[CH:4][CH:3]=1.[OH-].[NH4+:19]. Product: [Cl:1][C:2]1[CH:17]=[CH:16][C:5]([O:6][C:7]2[CH:15]=[CH:14][C:10]([C:11]([NH2:19])=[O:12])=[CH:9][CH:8]=2)=[CH:4][CH:3]=1. The catalyst class is: 3.